From a dataset of Catalyst prediction with 721,799 reactions and 888 catalyst types from USPTO. Predict which catalyst facilitates the given reaction. (1) Reactant: CCCC[N+](CCCC)(CCCC)CCCC.[F-].[Cl:19][C:20]1[C:21]([C:49]2[CH:54]=[CH:53][C:52]([C:55]3([CH2:58][OH:59])[CH2:57][CH2:56]3)=[CH:51][CH:50]=2)=[CH:22][C:23]2[N:27]=[C:26]([O:28][C:29]3[CH:30]=[CH:31][C:32]([CH3:39])=[C:33]([CH:38]=3)[C:34]([O:36]C)=[O:35])[N:25](COCC[Si](C)(C)C)[C:24]=2[CH:48]=1. Product: [Cl:19][C:20]1[C:21]([C:49]2[CH:54]=[CH:53][C:52]([C:55]3([CH2:58][OH:59])[CH2:56][CH2:57]3)=[CH:51][CH:50]=2)=[CH:22][C:23]2[N:27]=[C:26]([O:28][C:29]3[CH:30]=[CH:31][C:32]([CH3:39])=[C:33]([CH:38]=3)[C:34]([OH:36])=[O:35])[NH:25][C:24]=2[CH:48]=1. The catalyst class is: 12. (2) Reactant: C(Cl)CCl.[CH2:5]([C:8]1[C:16]([N:17]([CH2:24][CH3:25])[CH:18]2[CH2:23][CH2:22][O:21][CH2:20][CH2:19]2)=[CH:15][CH:14]=[CH:13][C:9]=1[C:10]([OH:12])=O)[CH:6]=[CH2:7].[CH2:26]([C:30]1[CH:35]=[C:34]([CH3:36])[N:33]=[C:32]([O:37][CH3:38])[C:31]=1[CH2:39][NH2:40])[CH2:27][CH:28]=[CH2:29].C1C=NC2N(O)N=NC=2C=1.CN1CCOCC1. Product: [CH2:5]([C:8]1[C:16]([N:17]([CH2:24][CH3:25])[CH:18]2[CH2:23][CH2:22][O:21][CH2:20][CH2:19]2)=[CH:15][CH:14]=[CH:13][C:9]=1[C:10]([NH:40][CH2:39][C:31]1[C:32]([O:37][CH3:38])=[N:33][C:34]([CH3:36])=[CH:35][C:30]=1[CH2:26][CH2:27][CH:28]=[CH2:29])=[O:12])[CH:6]=[CH2:7]. The catalyst class is: 2. (3) Reactant: [CH3:1][O:2][C:3](=[O:27])[C@H:4]([CH2:17][C:18]1[CH:23]=[CH:22][C:21]([N+:24]([O-])=O)=[CH:20][CH:19]=1)[NH:5][C:6]([C:8]1([CH2:13][CH2:14][O:15][CH3:16])[CH2:12][CH2:11][CH2:10][CH2:9]1)=[S:7].[Cl-].[NH4+].O. Product: [CH3:1][O:2][C:3](=[O:27])[C@H:4]([CH2:17][C:18]1[CH:23]=[CH:22][C:21]([NH2:24])=[CH:20][CH:19]=1)[NH:5][C:6]([C:8]1([CH2:13][CH2:14][O:15][CH3:16])[CH2:12][CH2:11][CH2:10][CH2:9]1)=[S:7]. The catalyst class is: 284.